This data is from Full USPTO retrosynthesis dataset with 1.9M reactions from patents (1976-2016). The task is: Predict the reactants needed to synthesize the given product. (1) Given the product [NH2:21][C:22]1[C:23]2[C:30]([C:31]#[C:32][C:33]3[CH:34]=[C:35]([O:41][CH3:42])[CH:36]=[C:37]([O:39][CH3:40])[CH:38]=3)=[CH:29][N:28]([C@@H:43]3[CH2:47][N:46]([C:48]([O:50][C:51]([CH3:52])([CH3:53])[CH3:54])=[O:49])[C@H:45]([C:55]4[O:56][C:59]([CH2:60][N:61]([CH3:63])[CH3:62])=[N:58][N:57]=4)[CH2:44]3)[C:24]=2[N:25]=[CH:26][N:27]=1, predict the reactants needed to synthesize it. The reactants are: CCN(C(C)C)C(C)C.S(Cl)(C1C=CC(C)=CC=1)(=O)=O.[NH2:21][C:22]1[C:23]2[C:30]([C:31]#[C:32][C:33]3[CH:38]=[C:37]([O:39][CH3:40])[CH:36]=[C:35]([O:41][CH3:42])[CH:34]=3)=[CH:29][N:28]([C@@H:43]3[CH2:47][N:46]([C:48]([O:50][C:51]([CH3:54])([CH3:53])[CH3:52])=[O:49])[C@H:45]([C:55]([NH:57][NH:58][C:59](=O)[CH2:60][N:61]([CH3:63])[CH3:62])=[O:56])[CH2:44]3)[C:24]=2[N:25]=[CH:26][N:27]=1.C(OCC)(=O)C. (2) Given the product [Cl:13][C:12]1[CH:2]=[C:3]([CH:9]=[C:10]([CH2:16][CH3:17])[C:11]=1[CH:14]=[O:15])[C:4]([O:6][CH2:7][CH3:8])=[O:5], predict the reactants needed to synthesize it. The reactants are: N[C:2]1[C:12]([Cl:13])=[C:11]([CH:14]=[O:15])[C:10]([CH2:16][CH3:17])=[CH:9][C:3]=1[C:4]([O:6][CH2:7][CH3:8])=[O:5].C(OC(=O)C1C=CC(C=O)=C(C(F)(F)F)C=1)C. (3) Given the product [CH2:7]([N:14]1[CH:18]=[C:17]([C:19]2[C:27]3[CH:26]=[N:25][CH:24]=[N:23][C:22]=3[NH:21][CH:20]=2)[N:16]=[N:15]1)[C:8]1[CH:13]=[CH:12][CH:11]=[CH:10][CH:9]=1, predict the reactants needed to synthesize it. The reactants are: C(=O)([O-])[O-].[K+].[K+].[CH2:7]([N:14]1[CH:18]=[C:17]([C:19]2[C:27]3[CH:26]=[N:25][CH:24]=[N:23][C:22]=3[N:21](C(OC(C)(C)C)=O)[CH:20]=2)[N:16]=[N:15]1)[C:8]1[CH:13]=[CH:12][CH:11]=[CH:10][CH:9]=1. (4) Given the product [CH2:15]([C:3]([O:2][CH3:1])([C:4]([O:6][CH3:7])=[O:5])[C:8]([O:10][CH3:11])=[O:9])[CH:16]([CH3:18])[CH3:17], predict the reactants needed to synthesize it. The reactants are: [CH3:1][O:2][CH:3]([C:8]([O:10][CH3:11])=[O:9])[C:4]([O:6][CH3:7])=[O:5].[H-].[Na+].Br[CH2:15][CH:16]([CH3:18])[CH3:17].[I-].[Na+]. (5) Given the product [F:13][C:2]([F:1])([F:12])[C:3]1[CH:11]=[C:10]([C:36]([N:33]=[N+:28]=[N-:29])=[O:38])[CH:6]=[CH:5][N:4]=1, predict the reactants needed to synthesize it. The reactants are: [F:1][C:2]([F:13])([F:12])[C:3]1[CH:11]=[CH:10][C:6](C(O)=O)=[CH:5][N:4]=1.C1(P([N:28]=[N+:29]=[N-])(C2C=CC=CC=2)=O)C=CC=CC=1.C([N:33]([CH2:36]C)CC)C.[OH2:38]. (6) Given the product [C:33]([O:1][NH:2][C:3](=[O:4])[CH2:5][CH:6]([N:18]1[C:26](=[O:27])[C:25]2[C:20](=[CH:21][CH:22]=[CH:23][C:24]=2[NH:28][C:29](=[O:31])[CH3:30])[C:19]1=[O:32])[C:7]1[CH:12]=[CH:11][C:10]([O:13][CH3:14])=[C:9]([O:15][CH2:16][CH3:17])[CH:8]=1)(=[O:35])[CH3:34], predict the reactants needed to synthesize it. The reactants are: [OH:1][NH:2][C:3]([CH2:5][CH:6]([N:18]1[C:26](=[O:27])[C:25]2[C:20](=[CH:21][CH:22]=[CH:23][C:24]=2[NH:28][C:29](=[O:31])[CH3:30])[C:19]1=[O:32])[C:7]1[CH:12]=[CH:11][C:10]([O:13][CH3:14])=[C:9]([O:15][CH2:16][CH3:17])[CH:8]=1)=[O:4].[C:33](OC(=O)C)(=[O:35])[CH3:34]. (7) Given the product [F:1][C:2]1[CH:10]=[C:9]2[C:5]([C:6]([C:20]3[CH:21]=[N:22][N:23]([CH:25]4[CH2:26][CH2:27][N:28]([C:31](=[O:38])[CH:32]=[CH2:33])[CH2:29][CH2:30]4)[CH:24]=3)=[CH:7][NH:8]2)=[CH:4][CH:3]=1, predict the reactants needed to synthesize it. The reactants are: [F:1][C:2]1[CH:10]=[C:9]2[C:5]([C:6]([C:20]3[CH:21]=[N:22][N:23]([CH:25]4[CH2:30][CH2:29][N:28]([C:31](=[O:38])[CH2:32][CH2:33]S(C)(=O)=O)[CH2:27][CH2:26]4)[CH:24]=3)=[CH:7][N:8]2S(C2C=CC=CC=2)(=O)=O)=[CH:4][CH:3]=1.[OH-].[Na+].